Dataset: Forward reaction prediction with 1.9M reactions from USPTO patents (1976-2016). Task: Predict the product of the given reaction. (1) Given the reactants [F:1][C:2]([F:33])([F:32])[C:3]1[CH:27]=[C:26]([C:28]([F:31])([F:30])[F:29])[CH:25]=[CH:24][C:4]=1[CH2:5][N:6]1[C:14]2[C:9](=[CH:10][C:11]([CH:15]=[C:16]3[S:20][C:19](SC)=[N:18][C:17]3=[O:23])=[CH:12][CH:13]=2)[CH:8]=[N:7]1.[CH3:34][NH:35][CH:36]1[CH2:41][CH2:40][N:39]([C:42]([O:44][C:45]([CH3:48])([CH3:47])[CH3:46])=[O:43])[CH2:38][CH2:37]1, predict the reaction product. The product is: [C:45]([O:44][C:42]([N:39]1[CH2:38][CH2:37][CH:36]([N:35]([C:19]2[S:20][C:16](=[CH:15][C:11]3[CH:10]=[C:9]4[C:14](=[CH:13][CH:12]=3)[N:6]([CH2:5][C:4]3[CH:24]=[CH:25][C:26]([C:28]([F:31])([F:30])[F:29])=[CH:27][C:3]=3[C:2]([F:1])([F:32])[F:33])[N:7]=[CH:8]4)[C:17](=[O:23])[N:18]=2)[CH3:34])[CH2:41][CH2:40]1)=[O:43])([CH3:48])([CH3:47])[CH3:46]. (2) Given the reactants [CH3:1][C:2]1([CH3:31])[O:6][C@H:5]([C:7]([N:9]2[CH2:14][CH2:13][C:12]([C:15]3[C:20]([F:21])=[CH:19][C:18]([N:22]4[CH2:26][C@H:25]([CH2:27][OH:28])[O:24][C:23]4=[O:29])=[CH:17][C:16]=3[F:30])=[CH:11][CH2:10]2)=[O:8])[CH2:4][O:3]1.C(N(CC)CC)C.[CH3:39][S:40](Cl)(=[O:42])=[O:41].C(=O)(O)[O-].[Na+], predict the reaction product. The product is: [CH3:1][C:2]1([CH3:31])[O:6][C@H:5]([C:7]([N:9]2[CH2:14][CH2:13][C:12]([C:15]3[C:16]([F:30])=[CH:17][C:18]([N:22]4[CH2:26][C@H:25]([CH2:27][O:28][S:40]([CH3:39])(=[O:42])=[O:41])[O:24][C:23]4=[O:29])=[CH:19][C:20]=3[F:21])=[CH:11][CH2:10]2)=[O:8])[CH2:4][O:3]1.